From a dataset of Reaction yield outcomes from USPTO patents with 853,638 reactions. Predict the reaction yield, written as a fraction of the theoretical maximum amount of product (1.0 means a 100% yield; for example, 0.34 means a 34% yield). (1) The reactants are Cl.C(O[C:5]([C:7]1[CH:8]=[C:9]2[C:13](=[CH:14][CH:15]=1)[NH:12][N:11]=[C:10]2[C:16]1[CH:21]=[CH:20][C:19]([F:22])=[CH:18][CH:17]=1)=[NH:6])C.NNC([CH:27]1[CH2:31][CH2:30][CH2:29][NH:28]1)=O.C[O-].[Na+].O=[C:36]1[CH:40]=C[N:38]=[N:37]1. The catalyst is CO. The product is [F:22][C:19]1[CH:18]=[CH:17][C:16]([C:10]2[C:9]3[C:13](=[CH:14][CH:15]=[C:7]([C:5]4[N:6]=[C:36]([CH2:40][N:28]5[CH2:27][CH2:31][CH2:30][CH2:29]5)[NH:37][N:38]=4)[CH:8]=3)[NH:12][N:11]=2)=[CH:21][CH:20]=1. The yield is 0.0500. (2) The reactants are [CH:1]1([C:5](Cl)=[O:6])[CH2:4][CH2:3][CH2:2]1.[C:8]([O:12][C:13](=[O:19])[NH:14][CH2:15][CH2:16][CH2:17][NH2:18])([CH3:11])([CH3:10])[CH3:9]. The catalyst is C(Cl)Cl. The product is [C:8]([O:12][C:13](=[O:19])[NH:14][CH2:15][CH2:16][CH2:17][NH:18][C:5]([CH:1]1[CH2:4][CH2:3][CH2:2]1)=[O:6])([CH3:11])([CH3:9])[CH3:10]. The yield is 0.970. (3) The reactants are [F:1][C:2]([F:13])([F:12])[C:3]1[CH:4]=[C:5]2[C:9](=[CH:10][CH:11]=1)[NH:8][CH:7]=[CH:6]2.C([BH3-])#N.[Na+].O.[OH-].[Na+]. The catalyst is C(O)(=O)C. The product is [F:13][C:2]([F:1])([F:12])[C:3]1[CH:4]=[C:5]2[C:9](=[CH:10][CH:11]=1)[NH:8][CH2:7][CH2:6]2. The yield is 0.450. (4) The reactants are [Cl-].O[NH3+:3].[C:4](=[O:7])([O-])[OH:5].[Na+].CS(C)=O.[CH2:13]([C:17]1[N:18]=[C:19]([CH3:48])[N:20]([C:39]2[CH:44]=[CH:43][CH:42]=[C:41]([CH:45]([CH3:47])[CH3:46])[CH:40]=2)[C:21](=[O:38])[C:22]=1[CH2:23][C:24]1[CH:29]=[CH:28][C:27]([C:30]2[C:31]([C:36]#[N:37])=[CH:32][CH:33]=[CH:34][CH:35]=2)=[CH:26][CH:25]=1)[CH2:14][CH2:15][CH3:16]. The catalyst is O.C(OCC)(=O)C. The product is [CH2:13]([C:17]1[N:18]=[C:19]([CH3:48])[N:20]([C:39]2[CH:44]=[CH:43][CH:42]=[C:41]([CH:45]([CH3:47])[CH3:46])[CH:40]=2)[C:21](=[O:38])[C:22]=1[CH2:23][C:24]1[CH:29]=[CH:28][C:27]([C:30]2[CH:35]=[CH:34][CH:33]=[CH:32][C:31]=2[C:36]2[NH:3][C:4](=[O:7])[O:5][N:37]=2)=[CH:26][CH:25]=1)[CH2:14][CH2:15][CH3:16]. The yield is 0.570. (5) The reactants are [Cl:1][C:2]1[CH:3]=[C:4]([C:9]([N:11]2[CH2:16][CH2:15][CH2:14][CH:13]([CH2:17][CH3:18])[CH2:12]2)=[O:10])[CH:5]=[N:6][C:7]=1Cl.[NH2:19][C:20]1[CH:21]=[CH:22][C:23]([O:26][CH3:27])=[N:24][CH:25]=1.C1C=CC(P(C2C(C3C(P(C4C=CC=CC=4)C4C=CC=CC=4)=CC=C4C=3C=CC=C4)=C3C(C=CC=C3)=CC=2)C2C=CC=CC=2)=CC=1.C(=O)([O-])[O-].[K+].[K+]. The product is [Cl:1][C:2]1[CH:3]=[C:4]([C:9]([N:11]2[CH2:16][CH2:15][CH2:14][CH:13]([CH2:17][CH3:18])[CH2:12]2)=[O:10])[CH:5]=[N:6][C:7]=1[NH:19][C:20]1[CH:25]=[N:24][C:23]([O:26][CH3:27])=[CH:22][CH:21]=1. The catalyst is C1(C)C=CC=CC=1.CC([O-])=O.CC([O-])=O.[Pd+2].CCOC(C)=O. The yield is 0.150. (6) The reactants are CO.[CH3:3][NH2:4].[BH4-].[Na+].[Br:7][C:8]1[N:12]([S:13]([C:16]2[CH:21]=[CH:20][CH:19]=[CH:18][CH:17]=2)(=[O:15])=[O:14])[CH:11]=[C:10]([CH:22]=O)[C:9]=1[CH:24]([CH3:26])[CH3:25]. No catalyst specified. The product is [Br:7][C:8]1[N:12]([S:13]([C:16]2[CH:21]=[CH:20][CH:19]=[CH:18][CH:17]=2)(=[O:15])=[O:14])[CH:11]=[C:10]([CH2:22][NH:4][CH3:3])[C:9]=1[CH:24]([CH3:26])[CH3:25]. The yield is 0.110. (7) The reactants are [Br:1][C:2]1[CH:7]=[CH:6][C:5]([C:8]2[N:13]=[N:12][C:11](SC)=[N:10][CH:9]=2)=[CH:4][C:3]=1[F:16].O.[NH2:18][NH2:19]. The catalyst is C(O)C. The product is [Br:1][C:2]1[CH:7]=[CH:6][C:5]([C:8]2[N:13]=[N:12][C:11]([NH:18][NH2:19])=[N:10][CH:9]=2)=[CH:4][C:3]=1[F:16]. The yield is 0.776. (8) The reactants are [F:1][C:2]1[CH:7]=[CH:6][C:5]([F:8])=[CH:4][C:3]=1[C@H:9]1[CH2:13][CH2:12][CH2:11][N:10]1[C:14]1[CH:19]=[CH:18][N:17]2[N:20]=[CH:21][C:22](/[CH:23]=[CH:24]/[C:25]([OH:27])=O)=[C:16]2[N:15]=1.CN(C(ON1N=NC2C=CC=NC1=2)=[N+](C)C)C.F[P-](F)(F)(F)(F)F.CCN(C(C)C)C(C)C.[NH:61]1[CH2:66][CH2:65][O:64][CH2:63][CH2:62]1. The catalyst is CN(C=O)C. The product is [F:1][C:2]1[CH:7]=[CH:6][C:5]([F:8])=[CH:4][C:3]=1[C@H:9]1[CH2:13][CH2:12][CH2:11][N:10]1[C:14]1[CH:19]=[CH:18][N:17]2[N:20]=[CH:21][C:22](/[CH:23]=[CH:24]/[C:25]([N:61]3[CH2:66][CH2:65][O:64][CH2:63][CH2:62]3)=[O:27])=[C:16]2[N:15]=1. The yield is 0.600.